Task: Regression. Given two drug SMILES strings and cell line genomic features, predict the synergy score measuring deviation from expected non-interaction effect.. Dataset: NCI-60 drug combinations with 297,098 pairs across 59 cell lines (1) Drug 1: CC12CCC3C(C1CCC2=O)CC(=C)C4=CC(=O)C=CC34C. Drug 2: CC1=C2C(C(=O)C3(C(CC4C(C3C(C(C2(C)C)(CC1OC(=O)C(C(C5=CC=CC=C5)NC(=O)C6=CC=CC=C6)O)O)OC(=O)C7=CC=CC=C7)(CO4)OC(=O)C)O)C)OC(=O)C. Cell line: PC-3. Synergy scores: CSS=61.8, Synergy_ZIP=-5.30, Synergy_Bliss=-7.48, Synergy_Loewe=-8.84, Synergy_HSA=-2.93. (2) Drug 1: CC1=C(C=C(C=C1)C(=O)NC2=CC(=CC(=C2)C(F)(F)F)N3C=C(N=C3)C)NC4=NC=CC(=N4)C5=CN=CC=C5. Drug 2: CCN(CC)CCNC(=O)C1=C(NC(=C1C)C=C2C3=C(C=CC(=C3)F)NC2=O)C. Cell line: KM12. Synergy scores: CSS=37.7, Synergy_ZIP=-0.473, Synergy_Bliss=1.74, Synergy_Loewe=-10.7, Synergy_HSA=3.35. (3) Drug 1: CCC1(CC2CC(C3=C(CCN(C2)C1)C4=CC=CC=C4N3)(C5=C(C=C6C(=C5)C78CCN9C7C(C=CC9)(C(C(C8N6C)(C(=O)OC)O)OC(=O)C)CC)OC)C(=O)OC)O.OS(=O)(=O)O. Drug 2: CC12CCC3C(C1CCC2OP(=O)(O)O)CCC4=C3C=CC(=C4)OC(=O)N(CCCl)CCCl.[Na+]. Cell line: SN12C. Synergy scores: CSS=24.1, Synergy_ZIP=-2.88, Synergy_Bliss=7.02, Synergy_Loewe=3.31, Synergy_HSA=3.15. (4) Drug 1: CC12CCC3C(C1CCC2O)C(CC4=C3C=CC(=C4)O)CCCCCCCCCS(=O)CCCC(C(F)(F)F)(F)F. Drug 2: CC12CCC3C(C1CCC2OP(=O)(O)O)CCC4=C3C=CC(=C4)OC(=O)N(CCCl)CCCl.[Na+]. Cell line: DU-145. Synergy scores: CSS=2.78, Synergy_ZIP=-2.92, Synergy_Bliss=-5.04, Synergy_Loewe=-6.61, Synergy_HSA=-6.13. (5) Drug 1: C1=CC(=CC=C1CCC2=CNC3=C2C(=O)NC(=N3)N)C(=O)NC(CCC(=O)O)C(=O)O. Drug 2: COC1=CC(=CC(=C1O)OC)C2C3C(COC3=O)C(C4=CC5=C(C=C24)OCO5)OC6C(C(C7C(O6)COC(O7)C8=CC=CS8)O)O. Cell line: NCIH23. Synergy scores: CSS=53.9, Synergy_ZIP=-2.71, Synergy_Bliss=-3.73, Synergy_Loewe=-21.9, Synergy_HSA=-2.78. (6) Synergy scores: CSS=0.316, Synergy_ZIP=2.14, Synergy_Bliss=7.31, Synergy_Loewe=5.61, Synergy_HSA=3.83. Drug 1: CNC(=O)C1=NC=CC(=C1)OC2=CC=C(C=C2)NC(=O)NC3=CC(=C(C=C3)Cl)C(F)(F)F. Drug 2: C1=CC=C(C(=C1)C(C2=CC=C(C=C2)Cl)C(Cl)Cl)Cl. Cell line: OVCAR-4.